Regression/Classification. Given a drug SMILES string, predict its absorption, distribution, metabolism, or excretion properties. Task type varies by dataset: regression for continuous measurements (e.g., permeability, clearance, half-life) or binary classification for categorical outcomes (e.g., BBB penetration, CYP inhibition). Dataset: cyp2d6_veith. From a dataset of CYP2D6 inhibition data for predicting drug metabolism from PubChem BioAssay. (1) The molecule is CCN(CC(=O)Nc1ccc(N2CCOCC2)cc1)Cc1nc2ccccc2c(=O)[nH]1. The result is 0 (non-inhibitor). (2) The molecule is CC(O)(P(=O)([O-])O)P(=O)([O-])O.[Na+].[Na+]. The result is 0 (non-inhibitor). (3) The compound is CN1CCC[C@@H]1c1cccnc1.O=C(O)c1ccccc1O.O=C([OH2+])c1ccccc1O.O=C([OH2+])c1ccccc1O.[Mn]. The result is 0 (non-inhibitor). (4) The molecule is O=C(O)C(Cl)(c1ccccc1)c1ccccc1. The result is 0 (non-inhibitor).